From a dataset of NCI-60 drug combinations with 297,098 pairs across 59 cell lines. Regression. Given two drug SMILES strings and cell line genomic features, predict the synergy score measuring deviation from expected non-interaction effect. (1) Drug 1: CC1=C(C=C(C=C1)C(=O)NC2=CC(=CC(=C2)C(F)(F)F)N3C=C(N=C3)C)NC4=NC=CC(=N4)C5=CN=CC=C5. Drug 2: C(CCl)NC(=O)N(CCCl)N=O. Cell line: ACHN. Synergy scores: CSS=0.611, Synergy_ZIP=-0.566, Synergy_Bliss=-3.61, Synergy_Loewe=-1.60, Synergy_HSA=-5.04. (2) Drug 1: C1=NC2=C(N1)C(=S)N=C(N2)N. Drug 2: CS(=O)(=O)OCCCCOS(=O)(=O)C. Cell line: SF-268. Synergy scores: CSS=14.1, Synergy_ZIP=-8.86, Synergy_Bliss=0.357, Synergy_Loewe=-11.9, Synergy_HSA=-0.858.